Dataset: Full USPTO retrosynthesis dataset with 1.9M reactions from patents (1976-2016). Task: Predict the reactants needed to synthesize the given product. (1) Given the product [Cl:14][C:15]1[CH:16]=[CH:17][C:18]([O:35][CH:36]([F:37])[F:38])=[C:19]([C:21]2[N:25]([CH2:26][O:27][CH2:28][CH2:29][Si:30]([CH3:33])([CH3:31])[CH3:32])[N:24]=[CH:23][C:22]=2[NH:34][C:11]([C:10]2[CH:9]=[N:8][N:5]3[CH:6]=[CH:7][C:2]([Cl:1])=[N:3][C:4]=23)=[O:12])[CH:20]=1, predict the reactants needed to synthesize it. The reactants are: [Cl:1][C:2]1[CH:7]=[CH:6][N:5]2[N:8]=[CH:9][C:10]([C:11](Cl)=[O:12])=[C:4]2[N:3]=1.[Cl:14][C:15]1[CH:16]=[CH:17][C:18]([O:35][CH:36]([F:38])[F:37])=[C:19]([C:21]2[N:25]([CH2:26][O:27][CH2:28][CH2:29][Si:30]([CH3:33])([CH3:32])[CH3:31])[N:24]=[CH:23][C:22]=2[NH2:34])[CH:20]=1.C(N(CC)CC)C. (2) Given the product [CH:6]1([CH2:5][CH:4]([C:11]2[CH:16]=[CH:15][C:14]([S:17]([CH3:20])(=[O:19])=[O:18])=[C:13]([N+:21]([O-:23])=[O:22])[CH:12]=2)[C:3]([OH:24])=[O:2])[CH2:10][CH2:9][CH2:8][CH2:7]1, predict the reactants needed to synthesize it. The reactants are: C[O:2][C:3](=[O:24])[CH:4]([C:11]1[CH:16]=[CH:15][C:14]([S:17]([CH3:20])(=[O:19])=[O:18])=[C:13]([N+:21]([O-:23])=[O:22])[CH:12]=1)[CH2:5][CH:6]1[CH2:10][CH2:9][CH2:8][CH2:7]1.[OH-].[Li+].Cl.C(OCC)(=O)C. (3) Given the product [CH2:9]([NH:10][C:19](=[O:20])[O:21][CH2:22][C:23]1[CH:28]=[CH:27][CH:26]=[CH:25][CH:24]=1)[CH2:8][NH:7][C:6](=[O:11])[O:5][C:1]([CH3:4])([CH3:2])[CH3:3], predict the reactants needed to synthesize it. The reactants are: [C:1]([O:5][C:6](=[O:11])[NH:7][CH2:8][CH2:9][NH2:10])([CH3:4])([CH3:3])[CH3:2].CCN(CC)CC.[C:19](Cl)([O:21][CH2:22][C:23]1[CH:28]=[CH:27][CH:26]=[CH:25][CH:24]=1)=[O:20]. (4) Given the product [C:1]1([C:11]#[C:12][CH:13]=[O:14])[C:10]2[C:5](=[CH:6][CH:7]=[CH:8][CH:9]=2)[CH:4]=[CH:3][CH:2]=1, predict the reactants needed to synthesize it. The reactants are: [C:1]1([C:11]#[C:12][CH2:13][OH:14])[C:10]2[C:5](=[CH:6][CH:7]=[CH:8][CH:9]=2)[CH:4]=[CH:3][CH:2]=1.C[N+]1([O-])CCOCC1. (5) The reactants are: [C:1]([N:5]1[C:13]2[CH:12]=[CH:11][N:10]=[C:9]([O:14][CH3:15])[C:8]=2[C:7]([C:16]2[CH:17]=[C:18]([C:21]([OH:23])=O)[S:19][CH:20]=2)=[N:6]1)([CH3:4])([CH3:3])[CH3:2].CC[N:26]=C=NCCCN(C)C.Cl.O. Given the product [C:1]([N:5]1[C:13]2[CH:12]=[CH:11][N:10]=[C:9]([O:14][CH3:15])[C:8]=2[C:7]([C:16]2[CH:17]=[C:18]([C:21]([NH2:26])=[O:23])[S:19][CH:20]=2)=[N:6]1)([CH3:3])([CH3:2])[CH3:4], predict the reactants needed to synthesize it. (6) Given the product [Cl:1][C:2]1[CH:8]=[C:7]([O:9][C:10]2[C:19]3[C:14](=[CH:15][C:16]([O:22][CH3:23])=[C:17]([O:20][CH3:21])[CH:18]=3)[N:13]=[CH:12][CH:11]=2)[CH:6]=[CH:5][C:3]=1[NH:4][C:28]([NH:36][C:37]1[CH:42]=[CH:41][C:40]([CH3:43])=[CH:39][N:38]=1)=[O:34], predict the reactants needed to synthesize it. The reactants are: [Cl:1][C:2]1[CH:8]=[C:7]([O:9][C:10]2[C:19]3[C:14](=[CH:15][C:16]([O:22][CH3:23])=[C:17]([O:20][CH3:21])[CH:18]=3)[N:13]=[CH:12][CH:11]=2)[CH:6]=[CH:5][C:3]=1[NH2:4].ClC(Cl)(O[C:28](=[O:34])OC(Cl)(Cl)Cl)Cl.[NH2:36][C:37]1[CH:42]=[CH:41][C:40]([CH3:43])=[CH:39][N:38]=1.CO. (7) The reactants are: [CH3:1][C:2]1[CH:7]=[CH:6][N:5]=[C:4]([NH2:8])[C:3]=1[NH2:9].[C:10](O)(=O)[C:11]1[CH:16]=[CH:15][CH:14]=[CH:13][CH:12]=1. Given the product [CH3:1][C:2]1[CH:7]=[CH:6][N:5]=[C:4]2[NH:8][C:10]([C:11]3[CH:16]=[CH:15][CH:14]=[CH:13][CH:12]=3)=[N:9][C:3]=12, predict the reactants needed to synthesize it.